This data is from Forward reaction prediction with 1.9M reactions from USPTO patents (1976-2016). The task is: Predict the product of the given reaction. (1) The product is: [CH3:12][O:11][C:3]1[CH:4]=[C:5]([N+:8]([O-:10])=[O:9])[CH:6]=[CH:7][C:2]=1[N:17]1[CH2:18][CH2:19][C@H:15]([NH:14][CH3:13])[CH2:16]1. Given the reactants Cl[C:2]1[CH:7]=[CH:6][C:5]([N+:8]([O-:10])=[O:9])=[CH:4][C:3]=1[O:11][CH3:12].[CH3:13][NH:14][C@H:15]1[CH2:19][CH2:18][NH:17][CH2:16]1, predict the reaction product. (2) Given the reactants [CH:1]([Si:4]([CH:44]([CH3:46])[CH3:45])([CH:41]([CH3:43])[CH3:42])[N:5]1[C:13]2[C:8](=[C:9]([C:14]3[CH:19]=[CH:18][N:17]=[C:16]4[N:20]([CH2:33][O:34][CH2:35][CH2:36][Si:37]([CH3:40])([CH3:39])[CH3:38])[C:21]([C:23]5[CH:24]=[C:25]([S:29]([NH2:32])(=[O:31])=[O:30])[CH:26]=[CH:27][CH:28]=5)=[CH:22][C:15]=34)[CH:10]=[CH:11][CH:12]=2)[CH:7]=[CH:6]1)([CH3:3])[CH3:2].C([O-])([O-])=O.[Cs+].[Cs+].[CH2:53](Br)[C:54]1[CH:59]=[CH:58][CH:57]=[CH:56][CH:55]=1, predict the reaction product. The product is: [CH2:53]([NH:32][S:29]([C:25]1[CH:26]=[CH:27][CH:28]=[C:23]([C:21]2[N:20]([CH2:33][O:34][CH2:35][CH2:36][Si:37]([CH3:40])([CH3:39])[CH3:38])[C:16]3=[N:17][CH:18]=[CH:19][C:14]([C:9]4[CH:10]=[CH:11][CH:12]=[C:13]5[C:8]=4[CH:7]=[CH:6][N:5]5[Si:4]([CH:1]([CH3:3])[CH3:2])([CH:41]([CH3:43])[CH3:42])[CH:44]([CH3:46])[CH3:45])=[C:15]3[CH:22]=2)[CH:24]=1)(=[O:30])=[O:31])[C:54]1[CH:59]=[CH:58][CH:57]=[CH:56][CH:55]=1.